Dataset: Forward reaction prediction with 1.9M reactions from USPTO patents (1976-2016). Task: Predict the product of the given reaction. (1) The product is: [NH2:31][C:15]1[N:14]=[C:13]([O:12][CH2:8][CH2:9][CH2:10][CH3:11])[N:21]=[C:20]2[C:16]=1[NH:17][C:18](=[O:29])[N:19]2[CH2:22][CH:23]1[CH2:24][CH2:25][N:26]([CH:2]2[CH2:7][CH2:6][CH2:5][CH2:4][CH2:3]2)[CH2:27][CH2:28]1. Given the reactants I[CH:2]1[CH2:7][CH2:6][CH2:5][CH2:4][CH2:3]1.[CH2:8]([O:12][C:13]1[N:21]=[C:20]2[C:16]([N:17]=[C:18]([O:29]C)[N:19]2[CH2:22][CH:23]2[CH2:28][CH2:27][NH:26][CH2:25][CH2:24]2)=[C:15]([NH2:31])[N:14]=1)[CH2:9][CH2:10][CH3:11].CCN(C(C)C)C(C)C.C(=O)([O-])[O-].[K+].[K+], predict the reaction product. (2) The product is: [CH3:1][O:2][C:3]1[CH:8]=[CH:7][C:6]([N:9]([CH3:16])[CH2:10][CH:15]2[CH2:14][CH2:1][O:2][CH2:3][CH2:4]2)=[CH:5][C:4]=1[NH2:17]. Given the reactants [CH3:1][O:2][C:3]1[CH:8]=[CH:7][C:6]([N:9]([CH3:16])[CH:10]2[CH2:15][CH2:14]OCC2)=[CH:5][C:4]=1[N+:17]([O-])=O, predict the reaction product.